This data is from Forward reaction prediction with 1.9M reactions from USPTO patents (1976-2016). The task is: Predict the product of the given reaction. (1) Given the reactants [CH2:1]([C@:3]1([C:14]([O:16]C)=[O:15])[CH2:12][CH2:11][C:10]2[C:5](=[CH:6][C:7]([OH:13])=[CH:8][CH:9]=2)[O:4]1)[CH3:2].[Cl:18][C:19]1[CH:24]=[C:23]([CH:25]2[CH2:30][CH2:29][O:28][CH2:27][CH2:26]2)[CH:22]=[CH:21][C:20]=1[O:31][CH2:32][CH2:33][CH2:34]Br, predict the reaction product. The product is: [Cl:18][C:19]1[CH:24]=[C:23]([CH:25]2[CH2:26][CH2:27][O:28][CH2:29][CH2:30]2)[CH:22]=[CH:21][C:20]=1[O:31][CH2:32][CH2:33][CH2:34][O:13][C:7]1[CH:6]=[C:5]2[C:10]([CH2:11][CH2:12][C@:3]([CH2:1][CH3:2])([C:14]([OH:16])=[O:15])[O:4]2)=[CH:9][CH:8]=1. (2) Given the reactants [F:1][C:2]1[CH:7]=[CH:6][C:5]([OH:8])=[C:4]([N+:9]([O-:11])=[O:10])[CH:3]=1.C(=O)([O-])[O-].[Cs+].[Cs+].C1(C)C=CC(S(O[CH2:28][C:29]([F:32])([F:31])[F:30])(=O)=O)=CC=1, predict the reaction product. The product is: [F:1][C:2]1[CH:7]=[CH:6][C:5]([O:8][CH2:28][C:29]([F:32])([F:31])[F:30])=[C:4]([N+:9]([O-:11])=[O:10])[CH:3]=1. (3) Given the reactants [CH2:1]([O:3][C:4]1[CH:12]=[CH:11][C:7]([C:8]([OH:10])=O)=[CH:6][C:5]=1[C:13]#[C:14][C:15]1[CH:20]=[CH:19][CH:18]=[CH:17][N:16]=1)[CH3:2].[N:21]1[CH:26]=[CH:25][CH:24]=[CH:23][C:22]=1[N:27]1[CH2:32][CH2:31][NH:30][CH2:29][CH2:28]1.C(N(CC)CC)C.C1CN([P+](ON2N=NC3C=CC=CC2=3)(N2CCCC2)N2CCCC2)CC1.F[P-](F)(F)(F)(F)F, predict the reaction product. The product is: [CH2:1]([O:3][C:4]1[CH:12]=[CH:11][C:7]([C:8]([N:30]2[CH2:31][CH2:32][N:27]([C:22]3[CH:23]=[CH:24][CH:25]=[CH:26][N:21]=3)[CH2:28][CH2:29]2)=[O:10])=[CH:6][C:5]=1[C:13]#[C:14][C:15]1[CH:20]=[CH:19][CH:18]=[CH:17][N:16]=1)[CH3:2]. (4) Given the reactants [CH3:1][C:2]([CH2:6][CH2:7][C:8]([CH3:12])=[C:9]([CH3:11])[CH3:10])=[CH:3][C:4]#[N:5].[H][H], predict the reaction product. The product is: [CH3:1][CH:2]([CH2:6][CH2:7][CH:8]([CH3:12])[CH:9]([CH3:11])[CH3:10])[CH2:3][C:4]#[N:5].